This data is from Peptide-MHC class II binding affinity with 134,281 pairs from IEDB. The task is: Regression. Given a peptide amino acid sequence and an MHC pseudo amino acid sequence, predict their binding affinity value. This is MHC class II binding data. (1) The peptide sequence is AAFSRMLSLFFRQHI. The MHC is DRB3_0101 with pseudo-sequence DRB3_0101. The binding affinity (normalized) is 0.636. (2) The peptide sequence is KEDFLGSLVKEIPPRLLYAK. The MHC is DRB1_0101 with pseudo-sequence DRB1_0101. The binding affinity (normalized) is 0.880. (3) The peptide sequence is LCSPSKRNQTFLQGL. The MHC is DRB1_0101 with pseudo-sequence DRB1_0101. The binding affinity (normalized) is 0.457.